Task: Predict the reaction yield, written as a fraction of the theoretical maximum amount of product (1.0 means a 100% yield; for example, 0.34 means a 34% yield).. Dataset: Reaction yield outcomes from USPTO patents with 853,638 reactions (1) The reactants are [Cl:1][C:2]1[CH:7]=[C:6]([O:8][CH3:9])[CH:5]=[CH:4][C:3]=1[C:10]1[CH:15]=[CH:14][N:13]=[C:12]([NH:16][CH:17]([CH:20]2[CH2:22][CH2:21]2)[CH2:18][CH3:19])[C:11]=1[N+:23]([O-])=O.[O-]S(S([O-])=O)=O.[Na+].[Na+]. No catalyst specified. The product is [Cl:1][C:2]1[CH:7]=[C:6]([O:8][CH3:9])[CH:5]=[CH:4][C:3]=1[C:10]1[CH:15]=[CH:14][N:13]=[C:12]([NH:16][CH:17]([CH:20]2[CH2:21][CH2:22]2)[CH2:18][CH3:19])[C:11]=1[NH2:23]. The yield is 0.880. (2) The reactants are [CH2:1]([C@H:8]1[CH2:13][N:12]([C:14]2[CH:19]=[CH:18][C:17]([O:20][CH3:21])=[C:16]([O:22][CH:23]3[CH2:27][CH2:26][CH2:25][CH2:24]3)[CH:15]=2)[CH2:11][CH2:10][N:9]1[CH2:28][C:29](O)=[O:30])[C:2]1[CH:7]=[CH:6][CH:5]=[CH:4][CH:3]=1.C1CC[CH:35]([N:38]=C=NC2CCCCC2)CC1.C1COCC1.CN. The catalyst is C(Cl)Cl.CN(C1C=CN=CC=1)C. The product is [CH2:1]([C@H:8]1[CH2:13][N:12]([C:14]2[CH:19]=[CH:18][C:17]([O:20][CH3:21])=[C:16]([O:22][CH:23]3[CH2:27][CH2:26][CH2:25][CH2:24]3)[CH:15]=2)[CH2:11][CH2:10][N:9]1[CH2:28][C:29]([NH:38][CH3:35])=[O:30])[C:2]1[CH:3]=[CH:4][CH:5]=[CH:6][CH:7]=1. The yield is 0.290. (3) The yield is 0.400. The product is [CH:1]1([NH:4][C:5]2[N:10]3[N:11]=[CH:12][C:13](/[CH:14]=[C:27]4\[NH:21][C:22](=[O:23])[NH:24][C:25]\4=[O:26])=[C:9]3[N:8]=[C:7]([NH:16][C:17](=[O:20])[O:18][CH3:19])[CH:6]=2)[CH2:3][CH2:2]1. The catalyst is C(O)C. The reactants are [CH:1]1([NH:4][C:5]2[N:10]3[N:11]=[CH:12][C:13]([CH:14]=O)=[C:9]3[N:8]=[C:7]([NH:16][C:17](=[O:20])[O:18][CH3:19])[CH:6]=2)[CH2:3][CH2:2]1.[NH:21]1[CH2:27][C:25](=[O:26])[NH:24][C:22]1=[O:23].N1CCCCC1.